This data is from Reaction yield outcomes from USPTO patents with 853,638 reactions. The task is: Predict the reaction yield, written as a fraction of the theoretical maximum amount of product (1.0 means a 100% yield; for example, 0.34 means a 34% yield). (1) The reactants are C(OC([NH:8][CH2:9][CH2:10][CH2:11][C:12]1[CH:13]=[C:14]([NH:17][C:18]2[C:27]3[C:22](=[CH:23][CH:24]=[CH:25][CH:26]=3)[N:21]=[C:20]([C:28]3[CH:33]=[CH:32][CH:31]=[CH:30][CH:29]=3)[N:19]=2)[NH:15][N:16]=1)=O)(C)(C)C.C(O)(C(F)(F)F)=O. The catalyst is ClCCl. The product is [NH2:8][CH2:9][CH2:10][CH2:11][C:12]1[CH:13]=[C:14]([NH:17][C:18]2[C:27]3[C:22](=[CH:23][CH:24]=[CH:25][CH:26]=3)[N:21]=[C:20]([C:28]3[CH:33]=[CH:32][CH:31]=[CH:30][CH:29]=3)[N:19]=2)[NH:15][N:16]=1. The yield is 0.630. (2) The reactants are [NH2:1][C:2]1[CH:10]=[C:9]([O:11][CH3:12])[CH:8]=[C:7]([O:13][CH3:14])[C:3]=1[C:4]([NH2:6])=[O:5].[CH3:15][O:16][C:17]1[CH:18]=[C:19]([CH:22]=[C:23]([O:25][CH3:26])[CH:24]=1)[CH:20]=O.COC1C=C(OC)C=C2C=1C(=O)NC(C1C=CC=CN=1)=N2. No catalyst specified. The product is [CH3:26][O:25][C:23]1[CH:22]=[C:19]([C:20]2[NH:6][C:4](=[O:5])[C:3]3[C:2](=[CH:10][C:9]([O:11][CH3:12])=[CH:8][C:7]=3[O:13][CH3:14])[N:1]=2)[CH:18]=[C:17]([O:16][CH3:15])[CH:24]=1. The yield is 0.460. (3) The reactants are C1(P(C2CCCCC2)C2C=CC=CC=2C2C(OC)=CC=CC=2OC)CCCCC1.C(=O)([O-])[O-].[K+].[K+].[F:36][C:37]1[CH:73]=[N:72][C:40]2[N:41]([C:65]3[CH:70]=[CH:69][CH:68]=[C:67](I)[CH:66]=3)[C:42](=[O:64])[N:43]([C@H:46]3[CH2:51][CH2:50][C@@H:49]([NH:52][CH2:53][C:54]4[N:55]=[C:56]5[CH:61]=[CH:60][C:59]([F:62])=[CH:58][N:57]5[CH:63]=4)[CH2:48][CH2:47]3)[C:44](=[O:45])[C:39]=2[CH:38]=1.[CH:74]([C:76]1[CH:81]=[CH:80][C:79](B(O)O)=[CH:78][CH:77]=1)=[O:75].[C:85](OC(OC(C)(C)C)=O)([O:87][C:88]([CH3:91])([CH3:90])[CH3:89])=[O:86]. The catalyst is C(#N)C.O.C([O-])(=O)C.[Pd+2].C([O-])(=O)C. The product is [F:36][C:37]1[CH:73]=[N:72][C:40]2[N:41]([C:65]3[CH:66]=[C:67]([C:79]4[CH:80]=[CH:81][C:76]([CH:74]=[O:75])=[CH:77][CH:78]=4)[CH:68]=[CH:69][CH:70]=3)[C:42](=[O:64])[N:43]([C@@H:46]3[CH2:51][CH2:50][C@H:49]([N:52]([CH2:53][C:54]4[N:55]=[C:56]5[CH:61]=[CH:60][C:59]([F:62])=[CH:58][N:57]5[CH:63]=4)[C:85](=[O:86])[O:87][C:88]([CH3:91])([CH3:90])[CH3:89])[CH2:48][CH2:47]3)[C:44](=[O:45])[C:39]=2[CH:38]=1. The yield is 0.330. (4) The reactants are C(OC(=O)[NH:7][C:8]([CH3:38])([CH2:35][CH2:36][CH3:37])[CH2:9][NH:10][C:11]([C:13]1[C:14]([CH3:34])=[N:15][N:16]2[C:21]([O:22][CH2:23][C:24]3[C:29]([F:30])=[CH:28][CH:27]=[CH:26][C:25]=3[F:31])=[CH:20][C:19]([CH2:32][CH3:33])=[CH:18][C:17]=12)=[O:12])(C)(C)C.FC(F)(F)C(O)=O. The catalyst is ClCCl. The product is [NH2:7][C:8]([CH3:38])([CH2:35][CH2:36][CH3:37])[CH2:9][NH:10][C:11]([C:13]1[C:14]([CH3:34])=[N:15][N:16]2[C:21]([O:22][CH2:23][C:24]3[C:29]([F:30])=[CH:28][CH:27]=[CH:26][C:25]=3[F:31])=[CH:20][C:19]([CH2:32][CH3:33])=[CH:18][C:17]=12)=[O:12]. The yield is 0.150. (5) The reactants are Cl.FC1C=C(C=CC=1)CN1C=C(C2C3C(=NC=C(C4C=CC(C5CCNCC5)=CC=4)C=3)N(S(C3C=CC(C)=CC=3)(=O)=O)C=2)C=N1.[F:46][C:47]1[C:48]([N:85]2[CH2:90][CH2:89][N:88]([CH2:91][C@@H:92]([OH:94])[CH3:93])[CH2:87][CH2:86]2)=[N:49][CH:50]=[C:51]([C:53]2[CH:54]=[C:55]3[C:61]([C:62]4[CH:63]=[N:64][N:65]([CH2:67][C:68]5[CH:73]=[CH:72][CH:71]=[C:70]([F:74])[CH:69]=5)[CH:66]=4)=[CH:60][N:59](S(C4C=CC(C)=CC=4)(=O)=O)[C:56]3=[N:57][CH:58]=2)[CH:52]=1.[OH-].[Li+]. The catalyst is C1COCC1.CO.O. The product is [F:46][C:47]1[C:48]([N:85]2[CH2:90][CH2:89][N:88]([CH2:91][C@@H:92]([OH:94])[CH3:93])[CH2:87][CH2:86]2)=[N:49][CH:50]=[C:51]([C:53]2[CH:54]=[C:55]3[C:61]([C:62]4[CH:63]=[N:64][N:65]([CH2:67][C:68]5[CH:73]=[CH:72][CH:71]=[C:70]([F:74])[CH:69]=5)[CH:66]=4)=[CH:60][NH:59][C:56]3=[N:57][CH:58]=2)[CH:52]=1. The yield is 0.546. (6) The reactants are [NH:1]([C:8]([NH:20][C:21]1[CH:26]=[CH:25][CH:24]=[CH:23][CH:22]=1)=[CH:9][C:10]([C:12]1[C:13](Cl)=[N:14][C:15]([Cl:18])=[CH:16][CH:17]=1)=[O:11])[C:2]1[CH:7]=[CH:6][CH:5]=[CH:4][CH:3]=1.[H-].[Na+]. The catalyst is C1COCC1. The product is [NH:1]([CH:8]1[CH2:9][C:10](=[O:11])[C:12]2[C:13](=[N:14][C:15]([Cl:18])=[CH:16][CH:17]=2)[N:20]1[C:21]1[CH:26]=[CH:25][CH:24]=[CH:23][CH:22]=1)[C:2]1[CH:7]=[CH:6][CH:5]=[CH:4][CH:3]=1. The yield is 0.680.